From a dataset of Catalyst prediction with 721,799 reactions and 888 catalyst types from USPTO. Predict which catalyst facilitates the given reaction. Reactant: [Cl:1][C:2]1[CH:7]=[CH:6][CH:5]=[CH:4][C:3]=1[C:8]1[N:17]=[C:16]([N:18]2[CH2:23][CH2:22][NH:21][CH2:20][CH2:19]2)[C:15]2[C:10](=[CH:11][CH:12]=[CH:13][CH:14]=2)[N:9]=1.[Cl:24][C:25]1[N:30]=[C:29](Cl)[CH:28]=[CH:27][N:26]=1. Product: [Cl:1][C:2]1[CH:7]=[CH:6][CH:5]=[CH:4][C:3]=1[C:8]1[N:17]=[C:16]([N:18]2[CH2:23][CH2:22][N:21]([C:27]3[CH:28]=[CH:29][N:30]=[C:25]([Cl:24])[N:26]=3)[CH2:20][CH2:19]2)[C:15]2[C:10](=[CH:11][CH:12]=[CH:13][CH:14]=2)[N:9]=1. The catalyst class is: 1.